Dataset: Forward reaction prediction with 1.9M reactions from USPTO patents (1976-2016). Task: Predict the product of the given reaction. Given the reactants Cl[C:2]1[N:12]=[CH:11][C:10]2[O:9][CH2:8][CH2:7][N:6]3[CH:13]=[C:14]([C:16]4[N:20]([CH:21]([CH3:23])[CH3:22])[N:19]=[CH:18][N:17]=4)[N:15]=[C:5]3[C:4]=2[CH:3]=1.C(N(CC)CC)C.O1CCCC1, predict the reaction product. The product is: [CH:21]([N:20]1[C:16]([C:14]2[N:15]=[C:5]3[C:4]4[CH:3]=[CH:2][N:12]=[CH:11][C:10]=4[O:9][CH2:8][CH2:7][N:6]3[CH:13]=2)=[N:17][CH:18]=[N:19]1)([CH3:23])[CH3:22].